Task: Predict the reactants needed to synthesize the given product.. Dataset: Full USPTO retrosynthesis dataset with 1.9M reactions from patents (1976-2016) The reactants are: Br[CH2:2][C:3](=[O:5])[CH3:4].[NH2:6][C@@H:7]([CH3:10])[CH2:8][OH:9].O. Given the product [OH:9][CH2:8][C@@H:7]([NH:6][CH2:2][C:3](=[O:5])[CH3:4])[CH3:10], predict the reactants needed to synthesize it.